This data is from Peptide-MHC class II binding affinity with 134,281 pairs from IEDB. The task is: Regression. Given a peptide amino acid sequence and an MHC pseudo amino acid sequence, predict their binding affinity value. This is MHC class II binding data. (1) The peptide sequence is TWHYCGSYVTKTSGS. The MHC is HLA-DQA10303-DQB10402 with pseudo-sequence HLA-DQA10303-DQB10402. The binding affinity (normalized) is 0.483. (2) The peptide sequence is YLEEHPSAGKDPKKT. The MHC is DRB4_0101 with pseudo-sequence DRB4_0103. The binding affinity (normalized) is 0.